Dataset: Reaction yield outcomes from USPTO patents with 853,638 reactions. Task: Predict the reaction yield, written as a fraction of the theoretical maximum amount of product (1.0 means a 100% yield; for example, 0.34 means a 34% yield). (1) The reactants are Cl.Cl.[F:3][C:4]1[CH:9]=[CH:8][C:7]([C:10]2[N:11]=[C:12]([CH:16]3[CH2:21][CH2:20][NH:19][CH2:18][CH2:17]3)[N:13]([CH3:15])[CH:14]=2)=[CH:6][C:5]=1[C:22]([F:25])([F:24])[F:23].Cl[C:27]1[C:32]([C:33](=O)[CH3:34])=[C:31](Cl)[N:30]=[CH:29][N:28]=1.C(O)(C)C.O.[NH2:42][NH2:43]. The catalyst is C(Cl)Cl.CO. The product is [F:3][C:4]1[CH:9]=[CH:8][C:7]([C:10]2[N:11]=[C:12]([CH:16]3[CH2:21][CH2:20][N:19]([C:31]4[N:30]=[CH:29][N:28]=[C:27]5[NH:42][N:43]=[C:33]([CH3:34])[C:32]=45)[CH2:18][CH2:17]3)[N:13]([CH3:15])[CH:14]=2)=[CH:6][C:5]=1[C:22]([F:23])([F:24])[F:25]. The yield is 0.503. (2) The reactants are C(N(CC)CC)C.C(OS(OCCC)(=O)=O)CC.C(OC([N:26]1[CH2:31][CH2:30][CH:29]([NH:32][S:33]([C:36]2[CH:45]=[CH:44][C:43]3[NH:42][C:41](=[O:46])[C:40]4[NH:47][CH:48]=[C:49]([C:50]([OH:52])=[O:51])[C:39]=4[C:38]=3[CH:37]=2)(=[O:35])=[O:34])[CH2:28][CH2:27]1)=O)(C)(C)C.N. The catalyst is CN(C)C=O.O. The product is [O:46]=[C:41]1[C:40]2[NH:47][CH:48]=[CH:49][C:39]=2[C:38]2[CH:37]=[C:36]([S:33](=[O:35])(=[O:34])[NH:32][CH:29]3[CH2:28][CH2:27][NH:26][CH2:31][CH2:30]3)[CH:45]=[CH:44][C:43]=2[NH:42]1.[CH2:49]([C:50]([O-:52])=[O:51])[CH2:39][CH3:38]. The yield is 0.330.